This data is from Full USPTO retrosynthesis dataset with 1.9M reactions from patents (1976-2016). The task is: Predict the reactants needed to synthesize the given product. (1) Given the product [C:13]1([S:19][C:3]2[C:4]3[CH:5]=[N:6][CH:7]=[CH:8][C:9]=3[NH:1][C:2]=2[C:10]([NH2:12])=[O:11])[CH:18]=[CH:17][CH:16]=[CH:15][CH:14]=1, predict the reactants needed to synthesize it. The reactants are: [NH:1]1[C:9]2[CH:8]=[CH:7][N:6]=[CH:5][C:4]=2[CH:3]=[C:2]1[C:10]([NH2:12])=[O:11].[C:13]1([S:19][S:19][C:13]2[CH:18]=[CH:17][CH:16]=[CH:15][CH:14]=2)[CH:18]=[CH:17][CH:16]=[CH:15][CH:14]=1. (2) The reactants are: [CH2:1]([O:3][C:4]1[CH:5]=[C:6]([N:13]2[CH2:18][CH2:17][CH:16]([N:19]([CH3:21])[CH3:20])[CH2:15][CH2:14]2)[CH:7]=[CH:8][C:9]=1[N+:10]([O-])=O)[CH3:2]. Given the product [NH2:10][C:9]1[CH:8]=[CH:7][C:6]([N:13]2[CH2:18][CH2:17][CH:16]([N:19]([CH3:20])[CH3:21])[CH2:15][CH2:14]2)=[CH:5][C:4]=1[O:3][CH2:1][CH3:2], predict the reactants needed to synthesize it. (3) Given the product [CH3:19][C:9]1[N:8]([CH2:20][O:21][CH2:22][CH2:23][Si:24]([CH3:26])([CH3:27])[CH3:25])[C:4]2[N:5]=[CH:6][N:7]=[C:2]([N:28]3[CH2:33][CH2:32][O:31][CH2:30][CH2:29]3)[C:3]=2[C:10]=1[C:11]1[CH:12]=[C:13]([CH:16]=[CH:17][CH:18]=1)[C:14]#[N:15], predict the reactants needed to synthesize it. The reactants are: Cl[C:2]1[C:3]2[C:10]([C:11]3[CH:12]=[C:13]([CH:16]=[CH:17][CH:18]=3)[C:14]#[N:15])=[C:9]([CH3:19])[N:8]([CH2:20][O:21][CH2:22][CH2:23][Si:24]([CH3:27])([CH3:26])[CH3:25])[C:4]=2[N:5]=[CH:6][N:7]=1.[NH:28]1[CH2:33][CH2:32][O:31][CH2:30][CH2:29]1.C(N(CC)C(C)C)(C)C. (4) Given the product [Si:8]([O:5][CH2:4][C:2]([CH3:3])([CH3:1])[CH2:6][OH:7])([C:11]([CH3:14])([CH3:13])[CH3:12])([CH3:10])[CH3:9], predict the reactants needed to synthesize it. The reactants are: [CH3:1][C:2]([CH2:6][OH:7])([CH2:4][OH:5])[CH3:3].[Si:8](Cl)([C:11]([CH3:14])([CH3:13])[CH3:12])([CH3:10])[CH3:9].N1C=CN=C1. (5) Given the product [NH2:25][C:8]1[N:7]=[C:6]([O:5][CH2:1][CH2:2][CH2:3][CH3:4])[N:14]=[C:13]2[C:9]=1[NH:10][C:11](=[O:23])[N:12]2[CH2:15][CH2:16][CH:17]1[CH2:22][CH2:21][CH2:20][N:19]([CH2:27][CH3:28])[CH2:18]1, predict the reactants needed to synthesize it. The reactants are: [CH2:1]([O:5][C:6]1[N:14]=[C:13]2[C:9]([N:10]=[C:11]([O:23]C)[N:12]2[CH2:15][CH2:16][CH:17]2[CH2:22][CH2:21][CH2:20][NH:19][CH2:18]2)=[C:8]([NH2:25])[N:7]=1)[CH2:2][CH2:3][CH3:4].I[CH2:27][CH3:28]. (6) Given the product [CH2:24]([C:23]([C:11]1[C:2]([OH:1])=[CH:3][C:4]2[C:5]([CH3:15])([CH3:14])[CH2:6][CH2:7][C:8]([CH3:13])([CH3:12])[C:9]=2[CH:10]=1)=[O:26])[CH3:25], predict the reactants needed to synthesize it. The reactants are: [OH:1][C:2]1[CH:11]=[CH:10][C:9]2[C:8]([CH3:13])([CH3:12])[CH2:7][CH2:6][C:5]([CH3:15])([CH3:14])[C:4]=2[CH:3]=1.ClCCl.[Cl-].[Al+3].[Cl-].[Cl-].[C:23](Cl)(=[O:26])[CH2:24][CH3:25].